Task: Predict which catalyst facilitates the given reaction.. Dataset: Catalyst prediction with 721,799 reactions and 888 catalyst types from USPTO (1) Reactant: [F:1][C:2]([F:23])([F:22])[C:3]1[CH:21]=[CH:20][CH:19]=[CH:18][C:4]=1[O:5][CH:6]1[CH2:10][CH2:9][N:8]([C:11]2[S:12][C:13]([C:16]#[N:17])=[CH:14][N:15]=2)[CH2:7]1.Cl.[NH2:25][OH:26].C(=O)([O-])[O-].[Na+].[Na+]. Product: [OH:26][N:25]=[C:16]([C:13]1[S:12][C:11]([N:8]2[CH2:9][CH2:10][CH:6]([O:5][C:4]3[CH:18]=[CH:19][CH:20]=[CH:21][C:3]=3[C:2]([F:23])([F:1])[F:22])[CH2:7]2)=[N:15][CH:14]=1)[NH2:17]. The catalyst class is: 40. (2) The catalyst class is: 23. Product: [CH2:1]([O:3][C:4]([CH:6]1[CH2:11][CH2:10][N:9]([CH2:12][CH2:13][O:14][C:15]2[CH:16]=[CH:17][C:18]([O:21][C:29]3[S:30][C:31]4[CH:37]=[CH:36][CH:35]=[CH:34][C:32]=4[N:33]=3)=[CH:19][CH:20]=2)[CH2:8][CH2:7]1)=[O:5])[CH3:2]. Reactant: [CH2:1]([O:3][C:4]([CH:6]1[CH2:11][CH2:10][N:9]([CH2:12][CH2:13][O:14][C:15]2[CH:20]=[CH:19][C:18]([OH:21])=[CH:17][CH:16]=2)[CH2:8][CH2:7]1)=[O:5])[CH3:2].C([O-])([O-])=O.[Cs+].[Cs+].Cl[C:29]1[S:30][C:31]2[CH:37]=[CH:36][CH:35]=[CH:34][C:32]=2[N:33]=1. (3) Reactant: Cl[CH:2]([C:4]1[C:5]([CH3:20])=[N:6][C:7]([C:10]2[CH:15]=[CH:14][C:13]([C:16]([F:19])([F:18])[F:17])=[CH:12][CH:11]=2)=[CH:8][CH:9]=1)[CH3:3].[C:21]([O:25][C:26](=[O:37])[CH2:27][S:28][C:29]1[CH:34]=[CH:33][C:32]([OH:35])=[CH:31][C:30]=1[CH3:36])([CH3:24])([CH3:23])[CH3:22].C([O-])([O-])=O.[Cs+].[Cs+]. Product: [C:21]([O:25][C:26](=[O:37])[CH2:27][S:28][C:29]1[CH:34]=[CH:33][C:32]([O:35][CH:2]([C:4]2[C:5]([CH3:20])=[N:6][C:7]([C:10]3[CH:15]=[CH:14][C:13]([C:16]([F:19])([F:18])[F:17])=[CH:12][CH:11]=3)=[CH:8][CH:9]=2)[CH3:3])=[CH:31][C:30]=1[CH3:36])([CH3:24])([CH3:23])[CH3:22]. The catalyst class is: 21. (4) Reactant: F[P-](F)(F)(F)(F)F.Br[P+](N1CCCC1)(N1CCCC1)N1CCCC1.C(N(C(C)C)CC)(C)C.C(OC([N:41]1[C:49]2[C:44](=[C:45]([O:53][CH3:54])[CH:46]=[C:47]([C:50]([OH:52])=O)[CH:48]=2)[CH2:43][CH2:42]1)=O)(C)(C)C.[CH2:55]([O:57][C:58](=[O:67])[C:59]1[CH:64]=[CH:63][C:62]([NH2:65])=[CH:61][C:60]=1[F:66])[CH3:56]. Product: [CH2:55]([O:57][C:58](=[O:67])[C:59]1[CH:64]=[CH:63][C:62]([NH:65][C:50]([C:47]2[CH:48]=[C:49]3[C:44]([CH2:43][CH2:42][NH:41]3)=[C:45]([O:53][CH3:54])[CH:46]=2)=[O:52])=[CH:61][C:60]=1[F:66])[CH3:56]. The catalyst class is: 7. (5) Reactant: C([O:5][CH2:6][CH2:7][O:8][C:9]1[CH:14]=[CH:13][C:12]([C@H:15]2[NH:19][C:18](=[O:20])[N:17]([C@H:21]([C:29]3[NH:33][C:32]4[CH:34]=[CH:35][C:36]([I:38])=[CH:37][C:31]=4[N:30]=3)[CH2:22][C:23]3[CH:28]=[CH:27][CH:26]=[CH:25][CH:24]=3)[C:16]2=[O:39])=[CH:11][CH:10]=1)(C)(C)C.ClCCl.C(#N)C.[I-].[Na+].Cl[Si](C)(C)C. Product: [OH:5][CH2:6][CH2:7][O:8][C:9]1[CH:10]=[CH:11][C:12]([C@H:15]2[NH:19][C:18](=[O:20])[N:17]([C@H:21]([C:29]3[NH:33][C:32]4[CH:34]=[CH:35][C:36]([I:38])=[CH:37][C:31]=4[N:30]=3)[CH2:22][C:23]3[CH:24]=[CH:25][CH:26]=[CH:27][CH:28]=3)[C:16]2=[O:39])=[CH:13][CH:14]=1. The catalyst class is: 13. (6) Reactant: [F:1][CH:2]([F:17])[O:3][C:4]1[N:9]=[C:8]([C:10]([NH:13]C(=O)[O-])([CH3:12])[CH3:11])[CH:7]=[CH:6][CH:5]=1.[Si](I)(C)(C)C.CO.O. Product: [F:17][CH:2]([F:1])[O:3][C:4]1[N:9]=[C:8]([C:10]([NH2:13])([CH3:11])[CH3:12])[CH:7]=[CH:6][CH:5]=1. The catalyst class is: 10. (7) Reactant: C(Cl)(=O)C(Cl)=O.CS(C)=O.[CH2:11]([O:18][CH2:19][CH:20]1[CH2:25][C:24]([F:27])([F:26])[CH2:23][CH2:22][CH:21]1[CH:28]([OH:43])[CH:29]([C:35]1[CH:40]=[CH:39][C:38]([S:41][CH3:42])=[CH:37][CH:36]=1)[C:30]([O:32][CH2:33][CH3:34])=[O:31])[C:12]1[CH:17]=[CH:16][CH:15]=[CH:14][CH:13]=1.C(N(CC)CC)C.Cl. Product: [CH2:11]([O:18][CH2:19][CH:20]1[CH2:25][C:24]([F:26])([F:27])[CH2:23][CH2:22][CH:21]1[C:28](=[O:43])[CH:29]([C:35]1[CH:36]=[CH:37][C:38]([S:41][CH3:42])=[CH:39][CH:40]=1)[C:30]([O:32][CH2:33][CH3:34])=[O:31])[C:12]1[CH:13]=[CH:14][CH:15]=[CH:16][CH:17]=1. The catalyst class is: 2.